From a dataset of NCI-60 drug combinations with 297,098 pairs across 59 cell lines. Regression. Given two drug SMILES strings and cell line genomic features, predict the synergy score measuring deviation from expected non-interaction effect. (1) Drug 1: COC1=NC(=NC2=C1N=CN2C3C(C(C(O3)CO)O)O)N. Drug 2: C1=CC=C(C(=C1)C(C2=CC=C(C=C2)Cl)C(Cl)Cl)Cl. Cell line: OVCAR-5. Synergy scores: CSS=30.1, Synergy_ZIP=-0.751, Synergy_Bliss=-0.108, Synergy_Loewe=-14.7, Synergy_HSA=0.522. (2) Drug 1: C1=CC(=CC=C1CCC2=CNC3=C2C(=O)NC(=N3)N)C(=O)NC(CCC(=O)O)C(=O)O. Drug 2: C1=CC=C(C=C1)NC(=O)CCCCCCC(=O)NO. Cell line: COLO 205. Synergy scores: CSS=47.1, Synergy_ZIP=2.10, Synergy_Bliss=3.78, Synergy_Loewe=-0.247, Synergy_HSA=6.15. (3) Drug 1: C1CN(CCN1C(=O)CCBr)C(=O)CCBr. Drug 2: C1C(C(OC1N2C=NC(=NC2=O)N)CO)O. Cell line: SN12C. Synergy scores: CSS=15.6, Synergy_ZIP=-6.47, Synergy_Bliss=0.354, Synergy_Loewe=-6.67, Synergy_HSA=-6.56.